From a dataset of Reaction yield outcomes from USPTO patents with 853,638 reactions. Predict the reaction yield, written as a fraction of the theoretical maximum amount of product (1.0 means a 100% yield; for example, 0.34 means a 34% yield). (1) The reactants are [OH:1][CH2:2][C:3]1[N:7]([CH2:8][CH2:9][CH2:10][C:11]([F:14])([F:13])[F:12])[C:6]2[CH:15]=[CH:16][C:17]([C:19]#[N:20])=[CH:18][C:5]=2[N:4]=1.[C:21]([O:25][C:26](O[C:26]([O:25][C:21]([CH3:24])([CH3:23])[CH3:22])=[O:27])=[O:27])([CH3:24])([CH3:23])[CH3:22].S(S([O-])=O)([O-])(=O)=O.[Na+].[Na+]. The catalyst is N.CO.[Ni]. The product is [OH:1][CH2:2][C:3]1[N:7]([CH2:8][CH2:9][CH2:10][C:11]([F:12])([F:14])[F:13])[C:6]2[CH:15]=[CH:16][C:17]([CH2:19][NH:20][C:26](=[O:27])[O:25][C:21]([CH3:24])([CH3:23])[CH3:22])=[CH:18][C:5]=2[N:4]=1. The yield is 0.520. (2) The reactants are [N:1]1([C:6]([O:8][C:9]([CH3:12])([CH3:11])[CH3:10])=[O:7])[CH2:5][CH2:4][CH2:3][NH:2]1.[C:13](C1CC(=O)NC1=O)([O:15][CH2:16][CH:17]1[C:29]2[C:24](=[CH:25][CH:26]=[CH:27][CH:28]=2)[C:23]2[C:18]1=[CH:19][CH:20]=[CH:21][CH:22]=2)=[O:14]. The catalyst is ClCCl. The product is [N:2]1([C:13]([O:15][CH2:16][CH:17]2[C:18]3[CH:19]=[CH:20][CH:21]=[CH:22][C:23]=3[C:24]3[C:29]2=[CH:28][CH:27]=[CH:26][CH:25]=3)=[O:14])[CH2:3][CH2:4][CH2:5][N:1]1[C:6]([O:8][C:9]([CH3:12])([CH3:11])[CH3:10])=[O:7]. The yield is 0.940. (3) The reactants are [F:1][C:2]1[CH:16]=[C:15](F)[C:14]([F:18])=[CH:13][C:3]=1[C:4]([NH:6][C@@H:7]([CH3:12])[C:8]([F:11])([F:10])[F:9])=[O:5].Cl.[NH:20]1[CH2:23][CH:22]([OH:24])[CH2:21]1.N12CCCN=C1CCCCC2. The catalyst is C(#N)C.CCOC(C)=O. The product is [F:1][C:2]1[CH:16]=[C:15]([N:20]2[CH2:23][CH:22]([OH:24])[CH2:21]2)[C:14]([F:18])=[CH:13][C:3]=1[C:4]([NH:6][C@@H:7]([CH3:12])[C:8]([F:11])([F:10])[F:9])=[O:5]. The yield is 0.918. (4) The reactants are [NH2:1][C@H:2]1[CH2:7][CH2:6][N:5]([C:8]([O:10][C:11]([CH3:14])([CH3:13])[CH3:12])=[O:9])[CH2:4][C@H:3]1[O:15][CH2:16][CH2:17][CH2:18][CH3:19].[Cl:20][C:21]1[N:22]=[C:23]([C:28](O)=[O:29])[NH:24][C:25]=1[CH2:26][CH3:27].CCN=C=NCCCN(C)C.Cl.C1C=CC2N(O)N=NC=2C=1. The catalyst is ClCCl.CC(N(C)C)=O. The product is [CH2:16]([O:15][C@H:3]1[C@@H:2]([NH:1][C:28]([C:23]2[NH:24][C:25]([CH2:26][CH3:27])=[C:21]([Cl:20])[N:22]=2)=[O:29])[CH2:7][CH2:6][N:5]([C:8]([O:10][C:11]([CH3:12])([CH3:13])[CH3:14])=[O:9])[CH2:4]1)[CH2:17][CH2:18][CH3:19]. The yield is 1.00. (5) The reactants are [NH2:1][C:2]1[C:3]2[C:11](=[O:12])[CH:10]=[CH:9][N:8]([CH:13]([C:15]3[C:16]([O:37][CH2:38][CH3:39])=[C:17]([CH:23]4[CH2:26][N:25](C(OCC5C=CC=CC=5)=O)[CH2:24]4)[C:18]([CH3:22])=[C:19]([Cl:21])[CH:20]=3)[CH3:14])[C:4]=2[N:5]=[CH:6][N:7]=1.Cl.O. The product is [NH2:1][C:2]1[C:3]2[C:11](=[O:12])[CH:10]=[CH:9][N:8]([CH:13]([C:15]3[CH:20]=[C:19]([Cl:21])[C:18]([CH3:22])=[C:17]([CH:23]4[CH2:26][NH:25][CH2:24]4)[C:16]=3[O:37][CH2:38][CH3:39])[CH3:14])[C:4]=2[N:5]=[CH:6][N:7]=1. The catalyst is [Pd].CO. The yield is 0.400. (6) The reactants are [C:1]([C:3](=[C:9]([C:16]1[CH:21]=[CH:20][CH:19]=[CH:18][CH:17]=1)[C:10]1[CH:15]=[CH:14][CH:13]=[CH:12][CH:11]=1)[C:4]([O:6][CH2:7][CH3:8])=[O:5])#[N:2].C([O-])([O-])=O.[Na+].[Na+]. The catalyst is CC1(C)CC(C)CC(O)C1. The product is [C:1]([C:3](=[C:9]([C:16]1[CH:17]=[CH:18][CH:19]=[CH:20][CH:21]=1)[C:10]1[CH:11]=[CH:12][CH:13]=[CH:14][CH:15]=1)[C:4]([O:6][CH:7]1[CH2:11][CH:10]([CH3:15])[CH2:9][C:3]([CH3:4])([CH3:1])[CH2:8]1)=[O:5])#[N:2]. The yield is 0.390. (7) The reactants are [NH2:1][CH2:2][C@@H:3]([NH:8][C:9]([C:11]1[CH:16]=[CH:15][C:14]([N:17]2[CH2:21][CH2:20][CH2:19][CH2:18]2)=[C:13]([O:22][CH2:23][CH:24]2[CH2:26][CH2:25]2)[N:12]=1)=[O:10])[CH2:4][CH:5]([CH3:7])[CH3:6].[N+:27]([C:30]1[C:35]2=[N:36][O:37][N:38]=[C:34]2[C:33](N)=[CH:32][CH:31]=1)([O-:29])=[O:28].O. The catalyst is C1COCC1. The product is [CH3:7][CH:5]([CH3:6])[CH2:4][C@H:3]([NH:8][C:9]([C:11]1[CH:16]=[CH:15][C:14]([N:17]2[CH2:18][CH2:19][CH2:20][CH2:21]2)=[C:13]([O:22][CH2:23][CH:24]2[CH2:25][CH2:26]2)[N:12]=1)=[O:10])[CH2:2][NH:1][C:33]1[C:34]2=[N:38][O:37][N:36]=[C:35]2[C:30]([N+:27]([O-:29])=[O:28])=[CH:31][CH:32]=1. The yield is 0.570.